This data is from Full USPTO retrosynthesis dataset with 1.9M reactions from patents (1976-2016). The task is: Predict the reactants needed to synthesize the given product. (1) The reactants are: [NH:1]1[CH2:6][CH2:5][O:4][CH2:3][CH2:2]1.[NH2:7][C:8]1[S:9][C:10]([CH3:18])=[C:11]([CH2:13][C:14](OC)=[O:15])[N:12]=1. Given the product [CH3:18][C:10]1[S:9][C:8]([NH2:7])=[N:12][C:11]=1[CH2:13][C:14]([N:1]1[CH2:6][CH2:5][O:4][CH2:3][CH2:2]1)=[O:15], predict the reactants needed to synthesize it. (2) Given the product [F:1][C:2]1[CH:39]=[CH:38][CH:37]=[C:36]([F:40])[C:3]=1[CH2:4][O:5][C:6]1[C:7]2[N:8]([C:12]([C:16]([NH:18][CH:19]3[C:28]4[C:23](=[CH:24][CH:25]=[CH:26][CH:27]=4)[NH:22][CH2:21][CH2:20]3)=[O:17])=[C:13]([CH3:15])[N:14]=2)[CH:9]=[CH:10][CH:11]=1, predict the reactants needed to synthesize it. The reactants are: [F:1][C:2]1[CH:39]=[CH:38][CH:37]=[C:36]([F:40])[C:3]=1[CH2:4][O:5][C:6]1[C:7]2[N:8]([C:12]([C:16]([NH:18][CH:19]3[C:28]4[C:23](=[CH:24][CH:25]=[CH:26][CH:27]=4)[N:22](C(OC(C)(C)C)=O)[CH2:21][CH2:20]3)=[O:17])=[C:13]([CH3:15])[N:14]=2)[CH:9]=[CH:10][CH:11]=1.Cl. (3) The reactants are: [F:1][C:2]1[CH:3]=[C:4]([SH:9])[CH:5]=[CH:6][C:7]=1[F:8].Br[CH2:11][C:12]1[CH:17]=[CH:16][C:15]([Cl:18])=[CH:14][CH:13]=1.C(=O)([O-])[O-:20].[K+].[K+].[OH2:25]. Given the product [Cl:18][C:15]1[CH:16]=[CH:17][C:12]([CH2:11][S:9]([C:4]2[CH:5]=[CH:6][C:7]([F:8])=[C:2]([F:1])[CH:3]=2)(=[O:20])=[O:25])=[CH:13][CH:14]=1, predict the reactants needed to synthesize it. (4) Given the product [Br:12][CH2:9][C:4]1[CH:5]=[CH:6][C:7]([F:8])=[C:2]([Cl:1])[CH:3]=1, predict the reactants needed to synthesize it. The reactants are: [Cl:1][C:2]1[CH:3]=[C:4]([CH2:9]O)[CH:5]=[CH:6][C:7]=1[F:8].P(Br)(Br)[Br:12]. (5) Given the product [Cl:1][C:2]1[CH:36]=[CH:35][C:5]([O:6][C:7]2[C:12]([F:13])=[CH:11][C:10]([S:14]([NH:17][C:18]3[S:22][N:21]=[CH:20][N:19]=3)(=[O:15])=[O:16])=[C:9]([F:34])[CH:8]=2)=[C:4]([C:37]2[N:42]3[CH:43]=[N:44][CH:45]=[C:41]3[C:40](=[O:46])[NH:39][CH:38]=2)[CH:3]=1, predict the reactants needed to synthesize it. The reactants are: [Cl:1][C:2]1[CH:36]=[CH:35][C:5]([O:6][C:7]2[C:12]([F:13])=[CH:11][C:10]([S:14]([N:17](CC3C=CC(OC)=CC=3OC)[C:18]3[S:22][N:21]=[CH:20][N:19]=3)(=[O:16])=[O:15])=[C:9]([F:34])[CH:8]=2)=[C:4]([C:37]2[N:42]3[CH:43]=[N:44][CH:45]=[C:41]3[C:40](=[O:46])[N:39](CC3C=CC(OC)=CC=3)[CH:38]=2)[CH:3]=1.C1(OC)C=CC=CC=1.FC(F)(F)S(O)(=O)=O. (6) Given the product [CH2:1]([C@@:4]1([CH3:30])[CH2:9][C@H:8]([C:10]2[CH:15]=[CH:14][CH:13]=[C:12]([Cl:16])[CH:11]=2)[C@@H:7]([C:17]2[CH:22]=[CH:21][C:20]([Cl:23])=[CH:19][CH:18]=2)[N:6]([C@@H:24]([CH2:27][CH3:28])[CH2:25][NH:34][CH2:33][C:32]([F:36])([F:35])[F:31])[C:5]1=[O:29])[CH:2]=[CH2:3], predict the reactants needed to synthesize it. The reactants are: [CH2:1]([C@@:4]1([CH3:30])[CH2:9][C@H:8]([C:10]2[CH:15]=[CH:14][CH:13]=[C:12]([Cl:16])[CH:11]=2)[C@@H:7]([C:17]2[CH:22]=[CH:21][C:20]([Cl:23])=[CH:19][CH:18]=2)[N:6]([C@@H:24]([CH2:27][CH3:28])[CH:25]=O)[C:5]1=[O:29])[CH:2]=[CH2:3].[F:31][C:32]([F:36])([F:35])[CH2:33][NH2:34].C(O[BH-](OC(=O)C)OC(=O)C)(=O)C.[Na+]. (7) Given the product [Cl:25][C:26]1[CH:27]=[C:28]([CH:33]=[CH:34][CH:35]=1)[C:29]([NH:31][NH:32][C:10](=[O:12])[CH2:9][NH:8][C:6](=[O:7])[O:5][C:1]([CH3:2])([CH3:3])[CH3:4])=[O:30], predict the reactants needed to synthesize it. The reactants are: [C:1]([O:5][C:6]([NH:8][CH2:9][C:10]([OH:12])=O)=[O:7])([CH3:4])([CH3:3])[CH3:2].C1N=CN(C(N2C=NC=C2)=O)C=1.[Cl:25][C:26]1[CH:27]=[C:28]([CH:33]=[CH:34][CH:35]=1)[C:29]([NH:31][NH2:32])=[O:30].O.